Dataset: CYP2C9 inhibition data for predicting drug metabolism from PubChem BioAssay. Task: Regression/Classification. Given a drug SMILES string, predict its absorption, distribution, metabolism, or excretion properties. Task type varies by dataset: regression for continuous measurements (e.g., permeability, clearance, half-life) or binary classification for categorical outcomes (e.g., BBB penetration, CYP inhibition). Dataset: cyp2c9_veith. (1) The compound is C=C1[C@@H]2C[C@]3([C@H]1O)[C@H](C[C@H]2O)[C@]12[C@@H](O)CC[C@@]4(C)CN(CC)[C@H]1[C@@H]3C[C@@H]24. The result is 0 (non-inhibitor). (2) The molecule is Cc1ccc(C)c(/C(=N\N=C(N)N)C2CC2)c1. The result is 0 (non-inhibitor).